Predict the reactants needed to synthesize the given product. From a dataset of Full USPTO retrosynthesis dataset with 1.9M reactions from patents (1976-2016). (1) Given the product [Br:9][C:10]1[CH:17]=[CH:16][C:15]([F:18])=[CH:14][C:11]=1[CH:12]([OH:13])[C:25](=[CH2:26])[C:24]([O:28][C:29]([CH3:32])([CH3:31])[CH3:30])=[O:27], predict the reactants needed to synthesize it. The reactants are: C1N2CCN(CC2)C1.[Br:9][C:10]1[CH:17]=[CH:16][C:15]([F:18])=[CH:14][C:11]=1[CH:12]=[O:13].CN(C=O)C.[C:24]([O:28][C:29]([CH3:32])([CH3:31])[CH3:30])(=[O:27])[CH:25]=[CH2:26]. (2) Given the product [PH:1](=[O:4])([O:3][Si:6]([CH3:13])([CH3:12])[CH3:5])[O:2][Si:6]([CH3:13])([CH3:12])[CH3:5], predict the reactants needed to synthesize it. The reactants are: [P:1]([OH:4])([OH:3])[OH:2].[CH3:5][Si:6]([CH3:13])([CH3:12])O[Si:6]([CH3:13])([CH3:12])[CH3:5]. (3) Given the product [CH2:19]([NH2:26])[C:20]1[CH:25]=[CH:24][CH:23]=[CH:22][CH:21]=1.[F:1][C:2]1[CH:7]=[C:6]([C@@H:8]([CH3:12])[C:9]([OH:11])=[O:10])[CH:5]=[CH:4][C:3]=1[C:13]1[CH:14]=[CH:15][CH:16]=[CH:17][CH:18]=1, predict the reactants needed to synthesize it. The reactants are: [F:1][C:2]1[CH:7]=[C:6]([C@@H:8]([CH3:12])[C:9]([OH:11])=[O:10])[CH:5]=[CH:4][C:3]=1[C:13]1[CH:18]=[CH:17][CH:16]=[CH:15][CH:14]=1.[CH2:19]([NH2:26])[C:20]1[CH:25]=[CH:24][CH:23]=[CH:22][CH:21]=1. (4) The reactants are: I[C:2]1[N:11]=[C:10]2[N:4]([CH2:5][CH2:6][C:7]3[CH:23]=[CH:22][CH:21]=[CH:20][C:8]=3[CH:9]2[O:12][CH:13]2[CH2:18][CH2:17][N:16]([CH3:19])[CH2:15][CH2:14]2)[CH:3]=1.CCN(C(C)C)C(C)C.[CH2:33]([SH:40])[C:34]1[CH:39]=[CH:38][CH:37]=[CH:36][CH:35]=1.CC1(C)C2C(=C(P(C3C=CC=CC=3)C3C=CC=CC=3)C=CC=2)OC2C(P(C3C=CC=CC=3)C3C=CC=CC=3)=CC=CC1=2.N. Given the product [CH2:33]([S:40][C:2]1[N:11]=[C:10]2[N:4]([CH2:5][CH2:6][C:7]3[CH:23]=[CH:22][CH:21]=[CH:20][C:8]=3[CH:9]2[O:12][CH:13]2[CH2:18][CH2:17][N:16]([CH3:19])[CH2:15][CH2:14]2)[CH:3]=1)[C:34]1[CH:39]=[CH:38][CH:37]=[CH:36][CH:35]=1, predict the reactants needed to synthesize it. (5) Given the product [NH2:24][C:23]1[C:17]([C:18]([O:20][CH2:21][CH3:22])=[O:19])=[CH:16][N:9]([C:10]2[CH:11]=[N:12][CH:13]=[CH:14][CH:15]=2)[N:8]=1, predict the reactants needed to synthesize it. The reactants are: C(=[N:8][N:9]([CH:16]=[C:17]([C:23]#[N:24])[C:18]([O:20][CH2:21][CH3:22])=[O:19])[C:10]1[CH:11]=[N:12][CH:13]=[CH:14][CH:15]=1)C1C=CC=CC=1.Cl. (6) Given the product [CH2:25]([C:5]1([C:18]2[CH:23]=[CH:22][CH:21]=[CH:20][CH:19]=2)[C:4]2[C:9](=[CH:10][CH:11]=[C:2]([F:1])[CH:3]=2)[NH:8][C:7](=[O:12])[N:6]1[CH2:13][C:14]([F:17])([F:16])[F:15])[CH3:26], predict the reactants needed to synthesize it. The reactants are: [F:1][C:2]1[CH:3]=[C:4]2[C:9](=[CH:10][CH:11]=1)[NH:8][C:7](=[O:12])[N:6]([CH2:13][C:14]([F:17])([F:16])[F:15])[C:5]2(O)[C:18]1[CH:23]=[CH:22][CH:21]=[CH:20][CH:19]=1.[CH2:25](N(CC)CC)[CH3:26].S(Cl)(Cl)=O.C([Mg]Br)C. (7) Given the product [N:64]1([C:20]([C:16]2[CH:15]=[C:14]([O:13][C:12]3[CH:23]=[CH:24][C:9]([NH:8][C:6]4[CH:5]=[C:4]([C:25]5[CH:26]=[CH:27][CH:28]=[CH:29][CH:30]=5)[N:3]=[C:2]([NH2:1])[N:7]=4)=[CH:10][CH:11]=3)[CH:19]=[CH:18][N:17]=2)=[O:22])[CH2:69][CH2:68][O:67][CH2:66][CH2:65]1, predict the reactants needed to synthesize it. The reactants are: [NH2:1][C:2]1[N:7]=[C:6]([NH:8][C:9]2[CH:24]=[CH:23][C:12]([O:13][C:14]3[CH:19]=[CH:18][N:17]=[C:16]([C:20]([OH:22])=O)[CH:15]=3)=[CH:11][CH:10]=2)[CH:5]=[C:4]([C:25]2[CH:30]=[CH:29][CH:28]=[CH:27][CH:26]=2)[N:3]=1.CN(C(ON1N=NC2C=CC=NC1=2)=[N+](C)C)C.F[P-](F)(F)(F)(F)F.CCN(C(C)C)C(C)C.[NH:64]1[CH2:69][CH2:68][O:67][CH2:66][CH2:65]1. (8) Given the product [CH2:1]([O:8][C:9]1[C:14](=[O:15])[CH:13]=[C:12]([CH2:16][OH:17])[N:32]2[CH:31]([CH2:35][OH:34])[CH2:30][N:26]([CH:27]([CH3:29])[CH3:28])[C:24](=[O:25])[C:10]=12)[C:2]1[CH:3]=[CH:4][CH:5]=[CH:6][CH:7]=1, predict the reactants needed to synthesize it. The reactants are: [CH2:1]([O:8][C:9]1[C:14](=[O:15])[CH:13]=[C:12]([CH2:16][O:17]C2CCCCO2)O[C:10]=1[C:24]([N:26]([CH2:30][CH:31]1[CH2:35][O:34]C(C)(C)[N:32]1C(OC(C)(C)C)=O)[CH:27]([CH3:29])[CH3:28])=[O:25])[C:2]1[CH:7]=[CH:6][CH:5]=[CH:4][CH:3]=1.Cl.